Dataset: Peptide-MHC class II binding affinity with 134,281 pairs from IEDB. Task: Regression. Given a peptide amino acid sequence and an MHC pseudo amino acid sequence, predict their binding affinity value. This is MHC class II binding data. (1) The peptide sequence is ATAANAAPANDKFTV. The MHC is DRB1_0405 with pseudo-sequence DRB1_0405. The binding affinity (normalized) is 0.126. (2) The peptide sequence is VSKAPQLVPKLDEVY. The MHC is HLA-DQA10301-DQB10302 with pseudo-sequence HLA-DQA10301-DQB10302. The binding affinity (normalized) is 0.0993. (3) The peptide sequence is LWEVKSAKPLTGPMN. The MHC is HLA-DQA10501-DQB10201 with pseudo-sequence HLA-DQA10501-DQB10201. The binding affinity (normalized) is 0.219. (4) The peptide sequence is EDHWASRENSGGGVE. The MHC is DRB1_0404 with pseudo-sequence DRB1_0404. The binding affinity (normalized) is 0.179. (5) The peptide sequence is AFKVAATAFNAAPAN. The MHC is HLA-DPA10103-DPB10301 with pseudo-sequence HLA-DPA10103-DPB10301. The binding affinity (normalized) is 0.643. (6) The peptide sequence is FKVAATAAATAPADD. The MHC is HLA-DQA10201-DQB10202 with pseudo-sequence HLA-DQA10201-DQB10202. The binding affinity (normalized) is 0.352. (7) The peptide sequence is AFNVAATAANAAPAN. The MHC is HLA-DPA10103-DPB10301 with pseudo-sequence HLA-DPA10103-DPB10301. The binding affinity (normalized) is 0.282. (8) The peptide sequence is MEKNVTVTHAQDILEKT. The MHC is DRB1_1302 with pseudo-sequence DRB1_1302. The binding affinity (normalized) is 0.446.